From a dataset of Full USPTO retrosynthesis dataset with 1.9M reactions from patents (1976-2016). Predict the reactants needed to synthesize the given product. (1) Given the product [C:10]1([N:7]2[CH2:6][CH2:5][CH2:4][CH2:3][CH2:2][C:1]2=[O:8])[CH:15]=[CH:14][CH:13]=[CH:12][CH:11]=1, predict the reactants needed to synthesize it. The reactants are: [C:1]1(=[O:8])[NH:7][CH2:6][CH2:5][CH2:4][CH2:3][CH2:2]1.Br[C:10]1[CH:15]=[CH:14][CH:13]=[CH:12][CH:11]=1.C([O-])([O-])=O.[Cs+].[Cs+]. (2) Given the product [CH3:1][O:2][C:3]([C:5]1[CH:10]=[CH:9][CH:8]=[CH:7][C:6]=1[O:11][C:12]([N:14]1[CH2:18][C@H:17]([SH:19])[CH2:16][C@H:15]1[CH2:39][O:40][CH2:41][C:42]1[CH:47]=[C:46]([F:48])[C:45]([F:49])=[CH:44][C:43]=1[F:50])=[O:13])=[O:4], predict the reactants needed to synthesize it. The reactants are: [CH3:1][O:2][C:3]([C:5]1[CH:10]=[CH:9][CH:8]=[CH:7][C:6]=1[O:11][C:12]([N:14]1[CH2:18][C@H:17]([S:19]C(C2C=CC=CC=2)(C2C=CC=CC=2)C2C=CC=CC=2)[CH2:16][C@H:15]1[CH2:39][O:40][CH2:41][C:42]1[CH:47]=[C:46]([F:48])[C:45]([F:49])=[CH:44][C:43]=1[F:50])=[O:13])=[O:4].C([SiH](CC)CC)C. (3) Given the product [CH3:34][S:31]([C:29]1[CH:30]=[C:25]([S:22]([N:20]([CH3:21])[CH:19]2[C:13]3[CH:12]=[CH:11][CH:10]=[C:9]([O:8][CH2:7][C:6]([OH:39])=[O:5])[C:14]=3[CH2:15][CH2:16][CH2:17][CH2:18]2)(=[O:23])=[O:24])[CH:26]=[C:27]([S:35]([CH3:38])(=[O:37])=[O:36])[CH:28]=1)(=[O:32])=[O:33], predict the reactants needed to synthesize it. The reactants are: C([O:5][C:6](=[O:39])[CH2:7][O:8][C:9]1[C:14]2[CH2:15][CH2:16][CH2:17][CH2:18][CH:19]([N:20]([S:22]([C:25]3[CH:30]=[C:29]([S:31]([CH3:34])(=[O:33])=[O:32])[CH:28]=[C:27]([S:35]([CH3:38])(=[O:37])=[O:36])[CH:26]=3)(=[O:24])=[O:23])[CH3:21])[C:13]=2[CH:12]=[CH:11][CH:10]=1)(C)(C)C.[OH-].[Na+]. (4) Given the product [CH2:3]1[C:2]2([O:10][CH2:9][CH2:8][O:1]2)[CH2:5][CH:4]1[C:6]#[N:7], predict the reactants needed to synthesize it. The reactants are: [O:1]=[C:2]1[CH2:5][CH:4]([C:6]#[N:7])[CH2:3]1.[CH2:8](O)[CH2:9][OH:10]. (5) Given the product [C:51]([C:54]([CH3:67])([CH2:58][CH2:59][CH2:60][C:61]1[CH:62]=[CH:63][CH:64]=[CH:65][CH:66]=1)[C:55]([NH:30][CH:31]([C:33]1[C:34](=[O:50])[NH:35][C:36]([CH2:39][C:40]2[CH:45]=[CH:44][C:43]([O:46][CH3:47])=[C:42]([O:48][CH3:49])[CH:41]=2)=[N:37][N:38]=1)[CH3:32])=[O:56])(=[O:53])[CH3:52], predict the reactants needed to synthesize it. The reactants are: ON1C2C=CC=CC=2N=N1.CN1CCOCC1.Cl.CN(C)CCCN=C=NCC.[NH2:30][CH:31]([C:33]1[C:34](=[O:50])[NH:35][C:36]([CH2:39][C:40]2[CH:45]=[CH:44][C:43]([O:46][CH3:47])=[C:42]([O:48][CH3:49])[CH:41]=2)=[N:37][N:38]=1)[CH3:32].[C:51]([C:54]([CH3:67])([CH2:58][CH2:59][CH2:60][C:61]1[CH:66]=[CH:65][CH:64]=[CH:63][CH:62]=1)[C:55](O)=[O:56])(=[O:53])[CH3:52]. (6) Given the product [CH2:45]([O:12][C:10](=[O:11])[C:9]1[CH:13]=[CH:14][CH:15]=[C:7]([O:57][CH2:40][CH2:41][N:42]2[CH2:28][CH2:25][O:29][CH2:30][CH2:44]2)[CH:8]=1)[CH3:50], predict the reactants needed to synthesize it. The reactants are: NC1N([C:7]2[CH:8]=[C:9]([CH:13]=[CH:14][C:15]=2C)[C:10]([OH:12])=[O:11])N=CC=1C(=O)C1C=CC=CC=1.[C:25]([O:29][C:30](=O)NN)([CH3:28])(C)C.CCN=C=NC[CH2:40][CH2:41][N:42]([CH3:44])C.[CH:45]1C=CC2N(O)N=NC=2[CH:50]=1.[Cl-].[Na+].[OH2:57]. (7) Given the product [CH3:29][C:24]1[C:23]2[C:19]([CH2:18][N:9]3[C:10]4[C:15](=[CH:14][CH:13]=[CH:12][CH:11]=4)[C:16](=[O:17])[N:7]([C@H:5]([CH3:6])[CH2:4][C:3]([OH:31])=[O:2])[C:8]3=[O:30])=[N:20][S:21][C:22]=2[CH:27]=[C:26]([CH3:28])[CH:25]=1, predict the reactants needed to synthesize it. The reactants are: C[O:2][C:3](=[O:31])[CH2:4][C@H:5]([N:7]1[C:16](=[O:17])[C:15]2[C:10](=[CH:11][CH:12]=[CH:13][CH:14]=2)[N:9]([CH2:18][C:19]2[C:23]3[C:24]([CH3:29])=[CH:25][C:26]([CH3:28])=[CH:27][C:22]=3[S:21][N:20]=2)[C:8]1=[O:30])[CH3:6].[Li+].[OH-].Cl. (8) Given the product [O:31]1[C:35]2[CH:36]=[CH:37][C:38]([NH:40][C:41](=[O:64])[NH:42][C:43]3[CH:44]=[CH:45][C:46]([C:49]4[S:53][C:52]([CH:54]5[CH2:55][CH2:56][CH:57]([C:60]([OH:62])=[O:61])[CH2:58][CH2:59]5)=[N:51][CH:50]=4)=[CH:47][CH:48]=3)=[CH:39][C:34]=2[O:33][CH2:32]1, predict the reactants needed to synthesize it. The reactants are: FC(F)(F)C1C=C(NC(=O)NC2C=CC(C3SC(CCC(O)=O)=NC=3)=CC=2)C=CC=1.[O:31]1[C:35]2[CH:36]=[CH:37][C:38]([NH:40][C:41](=[O:64])[NH:42][C:43]3[CH:48]=[CH:47][C:46]([C:49]4[S:53][C:52]([CH:54]5[CH2:59][CH2:58][CH:57]([C:60]([O:62]C)=[O:61])[CH2:56][CH2:55]5)=[N:51][CH:50]=4)=[CH:45][CH:44]=3)=[CH:39][C:34]=2[O:33][CH2:32]1. (9) Given the product [Cl:1][C:2]1[C:3]([C:9]2[CH:14]=[CH:13][CH:12]=[C:11]([NH:15][CH2:16][C:17]3[CH:22]=[CH:21][CH:20]=[C:19]([F:23])[CH:18]=3)[N:10]=2)=[CH:4][C:5]([NH:24][C@@H:25]2[CH2:29][CH2:28][C@H:27]([C:30]([OH:32])=[O:31])[CH2:26]2)=[N:6][CH:7]=1, predict the reactants needed to synthesize it. The reactants are: [Cl:1][C:2]1[C:3]([C:9]2[CH:14]=[CH:13][CH:12]=[C:11]([NH:15][CH2:16][C:17]3[CH:22]=[CH:21][CH:20]=[C:19]([F:23])[CH:18]=3)[N:10]=2)=[CH:4][C:5](F)=[N:6][CH:7]=1.[NH2:24][C@@H:25]1[CH2:29][CH2:28][C@H:27]([C:30]([OH:32])=[O:31])[CH2:26]1.[OH-].[K+].